From a dataset of Reaction yield outcomes from USPTO patents with 853,638 reactions. Predict the reaction yield, written as a fraction of the theoretical maximum amount of product (1.0 means a 100% yield; for example, 0.34 means a 34% yield). (1) The reactants are Cl.[CH3:2][NH:3][OH:4].[CH3:5][O-:6].[Na+].[Br:8][C:9]1[CH:10]=[C:11]2C(=[CH:17][CH:18]=1)O[CH:14]([C:19]1[CH:24]=[CH:23][CH:22]=[CH:21][CH:20]=1)[CH2:13]/[C:12]/2=[N:25]/[C:26]#[N:27]. The catalyst is CO. The product is [Br:8][C:9]1[CH:10]=[C:11]2[C:12]3([O:4][N:3]([CH3:2])[C:26]([NH2:27])=[N:25]3)[CH2:13][CH:14]([C:19]3[CH:20]=[CH:21][CH:22]=[CH:23][CH:24]=3)[O:6][C:5]2=[CH:17][CH:18]=1. The yield is 0.870. (2) The reactants are [S:1]1[CH:5]=[CH:4][C:3]([C:6]2[CH:7]=[C:8]([N:12]3[C:16]4[CH:17]=[C:18]([C:20](O)=[O:21])[NH:19][C:15]=4[N:14]=[CH:13]3)[CH:9]=[CH:10][CH:11]=2)=[CH:2]1.C(Cl)CCl.[CH3:27][NH2:28].O. The catalyst is CN(C1C=CN=CC=1)C.CN(C=O)C. The product is [CH3:27][NH:28][C:20]([C:18]1[NH:19][C:15]2[N:14]=[CH:13][N:12]([C:8]3[CH:9]=[CH:10][CH:11]=[C:6]([C:3]4[CH:4]=[CH:5][S:1][CH:2]=4)[CH:7]=3)[C:16]=2[CH:17]=1)=[O:21]. The yield is 0.0430. (3) The reactants are [C:1]([C:3]1[S:4][C:5]2[CH:11]=[C:10]([OH:12])[CH:9]=[CH:8][C:6]=2[N:7]=1)#[N:2].O[CH2:14][C:15]1[CH:20]=[CH:19][C:18]([B:21]([OH:23])[OH:22])=[CH:17][CH:16]=1.C(=O)([O-])[O-].[Cs+].[Cs+].CCOC(C)=O. The catalyst is CN(C)C=O. The product is [C:1]([C:3]1[S:4][C:5]2[CH:11]=[C:10]([O:12][CH2:14][C:15]3[CH:20]=[CH:19][C:18]([B:21]([OH:23])[OH:22])=[CH:17][CH:16]=3)[CH:9]=[CH:8][C:6]=2[N:7]=1)#[N:2]. The yield is 0.940. (4) The reactants are I[C:2]1[CH:7]=[CH:6][C:5]([OH:8])=[CH:4][C:3]=1[N+:9]([O-:11])=[O:10].C(=O)([O-])[O-].[K+].[K+].[C:18]1(B(O)O)[CH:23]=[CH:22][CH:21]=[CH:20][CH:19]=1. The catalyst is O1CCOCC1. The product is [N+:9]([C:3]1[CH:4]=[C:5]([OH:8])[CH:6]=[CH:7][C:2]=1[C:18]1[CH:23]=[CH:22][CH:21]=[CH:20][CH:19]=1)([O-:11])=[O:10]. The yield is 0.950. (5) The yield is 0.550. The reactants are [O:1]1[C:9]2[C:4](=[N:5][CH:6]=[CH:7][CH:8]=2)[NH:3][C:2]1=[O:10].[Br:11]N1C(=O)CCC1=O. The product is [Br:11][C:7]1[CH:8]=[C:9]2[O:1][C:2](=[O:10])[NH:3][C:4]2=[N:5][CH:6]=1. The catalyst is C(#N)C.C(O)(=O)C.